Dataset: Full USPTO retrosynthesis dataset with 1.9M reactions from patents (1976-2016). Task: Predict the reactants needed to synthesize the given product. (1) Given the product [CH3:1][O:2][C:3](=[O:63])[NH:4][CH:5]([C:9]([N:11]1[CH2:15][CH:14]([C:66]#[N:67])[CH2:13][CH:12]1[C:16]1[NH:17][C:18]([C:21]2[CH:30]=[CH:29][C:28]3[C:23](=[CH:24][CH:25]=[C:26]([C:31]4[CH:36]=[CH:35][C:34]([C:37]5[NH:38][C:39]([CH:42]6[CH2:46][CH2:45][CH2:44][N:43]6[C:134](=[O:136])[CH:133]([N:131]([CH3:130])[CH3:132])[C:137]6[CH:142]=[CH:141][CH:140]=[CH:139][CH:138]=6)=[N:40][CH:41]=5)=[CH:33][CH:32]=4)[CH:27]=3)[CH:22]=2)=[CH:19][N:20]=1)=[O:10])[CH:6]([CH3:7])[CH3:8], predict the reactants needed to synthesize it. The reactants are: [CH3:1][O:2][C:3](=[O:63])[NH:4][CH:5]([C:9]([N:11]1[CH2:15][CH2:14][CH2:13][CH:12]1[C:16]1[NH:17][C:18]([C:21]2[CH:30]=[CH:29][C:28]3[C:23](=[CH:24][CH:25]=[C:26]([C:31]4[CH:36]=[CH:35][C:34]([C:37]5[NH:38][C:39]([CH:42]6[CH2:46][CH:45](C#N)[CH2:44][N:43]6C(=O)C(NC(OC)=O)C6C=CC=CC=6)=[N:40][CH:41]=5)=[CH:33][CH:32]=4)[CH:27]=3)[CH:22]=2)=[CH:19][N:20]=1)=[O:10])[CH:6]([CH3:8])[CH3:7].CO[C:66](=O)[NH:67]C(C(N1CC(C#N)CC1C1NC(C2C=CC3C(=CC=C(B4OC(C)(C)C(C)(C)O4)C=3)C=2)=CN=1)=O)C(C)C.C(OC(N1CCCC1C1NC(C2C=CC(Br)=CC=2)=CN=1)=O)(C)(C)C.[CH3:130][N:131]([CH:133]([C:137]1[CH:142]=[CH:141][CH:140]=[CH:139][CH:138]=1)[C:134]([OH:136])=O)[CH3:132]. (2) Given the product [C:1]1([CH:7]([CH3:11])[C:8]([N:26]2[CH2:25][CH2:24][N:23]([C:16]([O:18][C:19]([CH3:22])([CH3:21])[CH3:20])=[O:17])[CH2:28][CH2:27]2)=[O:10])[CH:2]=[CH:3][CH:4]=[CH:5][CH:6]=1, predict the reactants needed to synthesize it. The reactants are: [C:1]1([CH:7]([CH3:11])[C:8]([OH:10])=O)[CH:6]=[CH:5][CH:4]=[CH:3][CH:2]=1.S(Cl)(Cl)=O.[C:16]([N:23]1[CH2:28][CH2:27][NH:26][CH2:25][CH2:24]1)([O:18][C:19]([CH3:22])([CH3:21])[CH3:20])=[O:17].CCN(CC)CC.